From a dataset of Full USPTO retrosynthesis dataset with 1.9M reactions from patents (1976-2016). Predict the reactants needed to synthesize the given product. (1) The reactants are: Cl[C:2]1[N:7]=[C:6]([NH:8][N:9]2[CH:13]=[CH:12][CH:11]=[CH:10]2)[C:5]([F:14])=[CH:4][N:3]=1.[NH2:15][C:16]1[CH:17]=[C:18]([OH:22])[CH:19]=[CH:20][CH:21]=1. Given the product [F:14][C:5]1[C:6]([NH:8][N:9]2[CH:13]=[CH:12][CH:11]=[CH:10]2)=[N:7][C:2]([NH:15][C:16]2[CH:21]=[CH:20][CH:19]=[C:18]([OH:22])[CH:17]=2)=[N:3][CH:4]=1, predict the reactants needed to synthesize it. (2) Given the product [CH3:16][C:17]1([CH3:31])[CH2:22][O:21][B:20]([C:2]2[CH:15]=[CH:14][C:5]([O:6][CH:7]3[CH2:10][N:9]([C:11](=[O:13])[CH3:12])[CH2:8]3)=[CH:4][CH:3]=2)[O:19][CH2:18]1, predict the reactants needed to synthesize it. The reactants are: Br[C:2]1[CH:15]=[CH:14][C:5]([O:6][CH:7]2[CH2:10][N:9]([C:11](=[O:13])[CH3:12])[CH2:8]2)=[CH:4][CH:3]=1.[CH3:16][C:17]1([CH3:31])[CH2:22][O:21][B:20]([B:20]2[O:21][CH2:22][C:17]([CH3:31])([CH3:16])[CH2:18][O:19]2)[O:19][CH2:18]1.CC([O-])=O.[K+].C(OCC)(=O)C. (3) Given the product [I:31][CH2:2][CH2:3][CH2:4][CH2:5][CH2:6][N:7]1[C:15]2[C:14](=[O:16])[NH:13][C:12]([NH:17][CH2:18][C:19]3[CH:24]=[CH:23][C:22]([Cl:25])=[C:21]([Cl:26])[CH:20]=3)=[N:11][C:10]=2[N:9]=[CH:8]1, predict the reactants needed to synthesize it. The reactants are: O[CH2:2][CH2:3][CH2:4][CH2:5][CH2:6][N:7]1[C:15]2[C:14](=[O:16])[NH:13][C:12]([NH:17][CH2:18][C:19]3[CH:24]=[CH:23][C:22]([Cl:25])=[C:21]([Cl:26])[CH:20]=3)=[N:11][C:10]=2[N:9]=[CH:8]1.C[Si]([I:31])(C)C. (4) Given the product [CH2:1]([C:3]1[O:7][C:6]([C:8]([O:10][CH3:11])=[O:9])=[CH:5][CH:4]=1)[CH3:2], predict the reactants needed to synthesize it. The reactants are: [CH:1]([C:3]1[O:7][C:6]([C:8]([O:10][CH3:11])=[O:9])=[CH:5][CH:4]=1)=[CH2:2]. (5) Given the product [Br:1][C:2]1[CH:10]=[CH:9][C:5]2[C:6](=[O:8])[NH:15][CH2:12][CH2:13][NH:14][C:4]=2[CH:3]=1, predict the reactants needed to synthesize it. The reactants are: [Br:1][C:2]1[CH:10]=[CH:9][C:5]([C:6]([OH:8])=O)=[C:4](F)[CH:3]=1.[CH2:12]([NH2:15])[CH2:13][NH2:14].F[P-](F)(F)(F)(F)F.N1(OC(N(C)C)=[N+](C)C)C2N=CC=CC=2N=N1.[OH-].[Na+]. (6) Given the product [Cl:1][C:2]1[C:3]([N:17]2[CH2:22][CH2:21][CH:20]([C:23]([O:25][CH3:26])=[O:24])[CH2:19][CH2:18]2)=[N:4][CH:5]=[C:6]([C:10]2[O:11][C:12]([CH2:15][CH3:16])=[CH:13][N:14]=2)[C:7]=1[S:8]([CH3:9])=[O:35], predict the reactants needed to synthesize it. The reactants are: [Cl:1][C:2]1[C:3]([N:17]2[CH2:22][CH2:21][CH:20]([C:23]([O:25][CH3:26])=[O:24])[CH2:19][CH2:18]2)=[N:4][CH:5]=[C:6]([C:10]2[O:11][C:12]([CH2:15][CH3:16])=[CH:13][N:14]=2)[C:7]=1[S:8][CH3:9].ClC1C=C(C(OO)=[O:35])C=CC=1.[O-]S([O-])(=S)=O.[Na+].[Na+]. (7) Given the product [NH2:11][C@@H:9]([CH3:10])[C:8]([N:7]([C@@H:5]([CH3:6])[CH:4]([O:41][CH2:42][CH3:43])[O:3][CH2:1][CH3:2])[CH2:30][C:31]1[C:40]2[C:35](=[CH:36][CH:37]=[CH:38][CH:39]=2)[CH:34]=[CH:33][CH:32]=1)=[O:29], predict the reactants needed to synthesize it. The reactants are: [CH2:1]([O:3][CH:4]([O:41][CH2:42][CH3:43])[C@@H:5]([N:7]([CH2:30][C:31]1[C:40]2[C:35](=[CH:36][CH:37]=[CH:38][CH:39]=2)[CH:34]=[CH:33][CH:32]=1)[C:8](=[O:29])[C@@H:9]([NH:11]C(=O)OCC1C2C=CC=CC=2C2C1=CC=CC=2)[CH3:10])[CH3:6])[CH3:2].N1CCCCC1.CC(=O)OCC.CO. (8) Given the product [NH2:14][C:10]1[CH:9]=[C:8]([N:5]2[CH2:6][CH2:7][N:2]([CH3:1])[CH2:3][C:4]2=[O:18])[CH:13]=[CH:12][CH:11]=1, predict the reactants needed to synthesize it. The reactants are: [CH3:1][N:2]1[CH2:7][CH2:6][N:5]([C:8]2[CH:13]=[CH:12][CH:11]=[C:10]([N+:14]([O-])=O)[CH:9]=2)[CH2:4][CH2:3]1.C[OH:18].